Dataset: Forward reaction prediction with 1.9M reactions from USPTO patents (1976-2016). Task: Predict the product of the given reaction. (1) Given the reactants C1(P(C2C=CC=CC=2)C2C=CC=CC=2)C=CC=CC=1.N1C=CN=C1.[I:25]I.[Cl:27][C:28]1[CH:29]=[C:30]([CH2:53]O)[CH:31]=[CH:32][C:33]=1[C:34]1[N:38]=[C:37]([C:39]2[N:40]=[C:41]3[C:46]([Cl:47])=[CH:45][C:44]([C:48]([F:51])([F:50])[F:49])=[CH:43][N:42]3[CH:52]=2)[O:36][N:35]=1, predict the reaction product. The product is: [Cl:27][C:28]1[CH:29]=[C:30]([CH2:53][I:25])[CH:31]=[CH:32][C:33]=1[C:34]1[N:38]=[C:37]([C:39]2[N:40]=[C:41]3[C:46]([Cl:47])=[CH:45][C:44]([C:48]([F:51])([F:50])[F:49])=[CH:43][N:42]3[CH:52]=2)[O:36][N:35]=1. (2) Given the reactants [Cl:1][C:2]1[CH:3]=[C:4]([F:16])[C:5]([C:8]([F:15])([F:14])[C:9](OCC)=[O:10])=[N:6][CH:7]=1.[BH4-].[Na+], predict the reaction product. The product is: [Cl:1][C:2]1[CH:3]=[C:4]([F:16])[C:5]([C:8]([F:15])([F:14])[CH2:9][OH:10])=[N:6][CH:7]=1. (3) Given the reactants [C:1]([NH:4][C:5]1[S:6][CH:7]=[C:8]([C:10]2[CH:15]=[CH:14][C:13]([C:16]3[C:21]([Cl:22])=[CH:20][C:19]([NH:23][C:24](=[O:34])[CH2:25][C:26]4[CH:31]=[CH:30][CH:29]=[C:28]([O:32][CH3:33])[CH:27]=4)=[C:18]([C:35]([O:37]C)=O)[CH:17]=3)=[CH:12][CH:11]=2)[N:9]=1)(=[O:3])[CH3:2].C[Si]([N-][Si](C)(C)C)(C)C.[K+].Cl, predict the reaction product. The product is: [Cl:22][C:21]1[CH:20]=[C:19]2[C:18]([C:35]([OH:37])=[C:25]([C:26]3[CH:31]=[CH:30][CH:29]=[C:28]([O:32][CH3:33])[CH:27]=3)[C:24](=[O:34])[NH:23]2)=[CH:17][C:16]=1[C:13]1[CH:14]=[CH:15][C:10]([C:8]2[N:9]=[C:5]([NH:4][C:1](=[O:3])[CH3:2])[S:6][CH:7]=2)=[CH:11][CH:12]=1. (4) Given the reactants [F:1][C:2]1[C:7]([F:8])=[CH:6][CH:5]=[CH:4][C:3]=1[C@:9]12[CH2:17][O:16][C@H:15]([CH2:18][F:19])[C@H:14]1[CH2:13][S:12][C:11]([NH:20]C(=O)C1C=CC=CC=1)=[N:10]2.N12CCCN=C1CCCCC2, predict the reaction product. The product is: [F:1][C:2]1[C:7]([F:8])=[CH:6][CH:5]=[CH:4][C:3]=1[C@:9]12[CH2:17][O:16][C@H:15]([CH2:18][F:19])[C@H:14]1[CH2:13][S:12][C:11]([NH2:20])=[N:10]2.